From a dataset of NCI-60 drug combinations with 297,098 pairs across 59 cell lines. Regression. Given two drug SMILES strings and cell line genomic features, predict the synergy score measuring deviation from expected non-interaction effect. (1) Drug 1: CC1C(C(=O)NC(C(=O)N2CCCC2C(=O)N(CC(=O)N(C(C(=O)O1)C(C)C)C)C)C(C)C)NC(=O)C3=C4C(=C(C=C3)C)OC5=C(C(=O)C(=C(C5=N4)C(=O)NC6C(OC(=O)C(N(C(=O)CN(C(=O)C7CCCN7C(=O)C(NC6=O)C(C)C)C)C)C(C)C)C)N)C. Drug 2: CN(C(=O)NC(C=O)C(C(C(CO)O)O)O)N=O. Cell line: HOP-62. Synergy scores: CSS=19.8, Synergy_ZIP=-9.08, Synergy_Bliss=-3.09, Synergy_Loewe=-5.18, Synergy_HSA=-0.938. (2) Drug 1: C1C(C(OC1N2C=C(C(=O)NC2=O)F)CO)O. Drug 2: CC1CCC2CC(C(=CC=CC=CC(CC(C(=O)C(C(C(=CC(C(=O)CC(OC(=O)C3CCCCN3C(=O)C(=O)C1(O2)O)C(C)CC4CCC(C(C4)OC)O)C)C)O)OC)C)C)C)OC. Cell line: NCI/ADR-RES. Synergy scores: CSS=4.81, Synergy_ZIP=-2.59, Synergy_Bliss=-1.15, Synergy_Loewe=-8.52, Synergy_HSA=-3.34. (3) Drug 1: CN(C)C1=NC(=NC(=N1)N(C)C)N(C)C. Drug 2: COC1=C2C(=CC3=C1OC=C3)C=CC(=O)O2. Cell line: MDA-MB-231. Synergy scores: CSS=-6.49, Synergy_ZIP=1.18, Synergy_Bliss=-5.84, Synergy_Loewe=-10.4, Synergy_HSA=-9.44. (4) Drug 2: CCC1(C2=C(COC1=O)C(=O)N3CC4=CC5=C(C=CC(=C5CN(C)C)O)N=C4C3=C2)O.Cl. Synergy scores: CSS=40.3, Synergy_ZIP=-12.3, Synergy_Bliss=-2.03, Synergy_Loewe=1.36, Synergy_HSA=2.90. Cell line: PC-3. Drug 1: C1=NC(=NC(=O)N1C2C(C(C(O2)CO)O)O)N. (5) Drug 1: C1=CC(=CC=C1CCCC(=O)O)N(CCCl)CCCl. Drug 2: COCCOC1=C(C=C2C(=C1)C(=NC=N2)NC3=CC=CC(=C3)C#C)OCCOC.Cl. Cell line: A498. Synergy scores: CSS=30.7, Synergy_ZIP=-6.59, Synergy_Bliss=-1.12, Synergy_Loewe=2.29, Synergy_HSA=2.84. (6) Drug 1: C1=NC2=C(N1)C(=S)N=C(N2)N. Drug 2: CCC1=C2CN3C(=CC4=C(C3=O)COC(=O)C4(CC)O)C2=NC5=C1C=C(C=C5)O. Cell line: OVCAR-4. Synergy scores: CSS=16.1, Synergy_ZIP=-7.80, Synergy_Bliss=-4.87, Synergy_Loewe=-4.05, Synergy_HSA=-3.89.